This data is from Reaction yield outcomes from USPTO patents with 853,638 reactions. The task is: Predict the reaction yield, written as a fraction of the theoretical maximum amount of product (1.0 means a 100% yield; for example, 0.34 means a 34% yield). (1) The reactants are [OH:1][C:2]1[C:3]([CH3:8])=[N:4][CH:5]=[CH:6][CH:7]=1.C([O-])([O-])=O.[Na+].[Na+].[I:15]I.Cl. The catalyst is O.CO. The product is [I:15][C:5]1[N:4]=[C:3]([CH3:8])[C:2]([OH:1])=[CH:7][CH:6]=1. The yield is 0.480. (2) The reactants are Br[C:2]1[CH:3]=[C:4]([C:8](=[O:10])[CH3:9])[CH:5]=[CH:6][CH:7]=1.[NH:11]1[CH2:15][CH2:14][CH2:13][C:12]1=[O:16]. No catalyst specified. The product is [C:8]([C:4]1[CH:3]=[C:2]([N:11]2[CH2:15][CH2:14][CH2:13][C:12]2=[O:16])[CH:7]=[CH:6][CH:5]=1)(=[O:10])[CH3:9]. The yield is 0.980. (3) The reactants are [OH:1][C:2]([CH3:42])([CH3:41])[CH:3]([CH3:40])[O:4][C@H:5]1[CH2:10][CH2:9][C@H:8]([N:11]2[C:16](=[O:17])[C:15]([CH2:18][C:19]3[CH:24]=[CH:23][C:22]([C:25]4[C:26]([C:31]#[N:32])=[CH:27][CH:28]=[CH:29][CH:30]=4)=[CH:21][CH:20]=3)=[C:14]([CH2:33][CH2:34][CH3:35])[N:13]3[N:36]=[C:37]([CH3:39])[N:38]=[C:12]23)[CH2:7][CH2:6]1.C[Si]([N:47]=[N+:48]=[N-:49])(C)C.C([Sn](=O)CCCC)CCC.C1(C)C=CC=CC=1. The catalyst is O.C(OCC)(=O)C. The product is [OH:1][C:2]([CH3:41])([CH3:42])[CH:3]([CH3:40])[O:4][C@H:5]1[CH2:10][CH2:9][C@H:8]([N:11]2[C:16](=[O:17])[C:15]([CH2:18][C:19]3[CH:24]=[CH:23][C:22]([C:25]4[CH:30]=[CH:29][CH:28]=[CH:27][C:26]=4[C:31]4[NH:49][N:48]=[N:47][N:32]=4)=[CH:21][CH:20]=3)=[C:14]([CH2:33][CH2:34][CH3:35])[N:13]3[N:36]=[C:37]([CH3:39])[N:38]=[C:12]23)[CH2:7][CH2:6]1. The yield is 0.260. (4) The reactants are [OH-].[Li+].[Br:3][C:4]1[CH:9]=[CH:8][C:7]([N:10]2[CH2:15][CH2:14][CH2:13][C@H:12]([NH:16][C:17](=[O:24])[CH2:18][C:19]([O:21]CC)=[O:20])[CH2:11]2)=[C:6]([F:25])[CH:5]=1. The catalyst is O.O1CCCC1. The product is [Br:3][C:4]1[CH:9]=[CH:8][C:7]([N:10]2[CH2:15][CH2:14][CH2:13][C@H:12]([NH:16][C:17](=[O:24])[CH2:18][C:19]([OH:21])=[O:20])[CH2:11]2)=[C:6]([F:25])[CH:5]=1. The yield is 0.976. (5) The reactants are [CH2:1](I)[CH3:2].[CH:4]12[NH:12][CH:8]([CH2:9][CH2:10][CH2:11]1)[CH2:7][CH:6]([NH:13][C:14](=[O:20])[O:15][C:16]([CH3:19])([CH3:18])[CH3:17])[CH2:5]2. The catalyst is C(Cl)Cl. The product is [CH2:1]([N:12]1[CH:4]2[CH2:11][CH2:10][CH2:9][CH:8]1[CH2:7][CH:6]([NH:13][C:14](=[O:20])[O:15][C:16]([CH3:17])([CH3:19])[CH3:18])[CH2:5]2)[CH3:2]. The yield is 0.450. (6) The reactants are [Cl:1][C:2]1[N:3]=[C:4]([CH3:13])[C:5]([C:9]([O:11][CH3:12])=[O:10])=[N+:6]([O-])[CH:7]=1.[Cl:14]C1N=C(C(OC)=O)C(C)=[N+]([O-])C=1.P(Cl)(Cl)(Cl)=O.CN(C=O)C. The catalyst is C1(C)C=CC=CC=1. The product is [Cl:1][C:2]1[N:3]=[C:4]([CH3:13])[C:5]([C:9]([O:11][CH3:12])=[O:10])=[N:6][C:7]=1[Cl:14]. The yield is 0.676. (7) The product is [CH:1]1([N:6]2[CH2:12][C:11]([CH3:13])([CH3:14])[C:43](=[O:44])[N:9]([CH3:10])[C:8]3[CH:15]=[N:16][C:17]([NH:19][C:20]4[CH:21]=[CH:25][C:26]([C:32]([O:33][CH3:38])=[O:35])=[CH:27][C:28]=4[O:29][CH3:30])=[N:18][C:7]2=3)[CH2:5][CH2:4][CH2:3][CH2:2]1. The reactants are [CH:1]1([N:6]2[CH2:12][C:11]([CH3:14])([CH3:13])[CH2:10][NH:9][C:8]3[CH:15]=[N:16][C:17]([NH:19][C:20]4[CH:21]([C:25](=O)[CH:26]=[CH:27][C:28]=4[O:29][CH3:30])C([O-])=O)=[N:18][C:7]2=3)[CH2:5][CH2:4][CH2:3][CH2:2]1.[C:32](=[O:35])([O-])[O-:33].[Cs+].[Cs+].[CH3:38]I.CN([CH:43]=[O:44])C. The yield is 0.560. The catalyst is C(OC(=O)C)C.